From a dataset of Buchwald-Hartwig C-N cross coupling reaction yields with 55,370 reactions. Predict the reaction yield, written as a fraction of the theoretical maximum amount of product (1.0 means a 100% yield; for example, 0.34 means a 34% yield). (1) The reactants are FC(F)(F)c1ccc(Cl)cc1.Cc1ccc(N)cc1.O=S(=O)(O[Pd]1c2ccccc2-c2ccccc2N~1)C(F)(F)F.CC(C)c1cc(C(C)C)c(-c2ccccc2P(C2CCCCC2)C2CCCCC2)c(C(C)C)c1.CCN=P(N=P(N(C)C)(N(C)C)N(C)C)(N(C)C)N(C)C.c1ccc(-c2ccno2)cc1. No catalyst specified. The product is Cc1ccc(Nc2ccc(C(F)(F)F)cc2)cc1. The yield is 0.107. (2) The reactants are Brc1cccnc1.Cc1ccc(N)cc1.O=S(=O)(O[Pd]1c2ccccc2-c2ccccc2N~1)C(F)(F)F.COc1ccc(OC)c(P([C@]23C[C@H]4C[C@H](C[C@H](C4)C2)C3)[C@]23C[C@H]4C[C@H](C[C@H](C4)C2)C3)c1-c1c(C(C)C)cc(C(C)C)cc1C(C)C.CCN=P(N=P(N(C)C)(N(C)C)N(C)C)(N(C)C)N(C)C.CCOC(=O)c1cc(C)on1. No catalyst specified. The product is Cc1ccc(Nc2cccnc2)cc1. The yield is 0.529. (3) The reactants are CCc1ccc(Br)cc1.Cc1ccc(N)cc1.O=S(=O)(O[Pd]1c2ccccc2-c2ccccc2N~1)C(F)(F)F.COc1ccc(OC)c(P([C@]23C[C@H]4C[C@H](C[C@H](C4)C2)C3)[C@]23C[C@H]4C[C@H](C[C@H](C4)C2)C3)c1-c1c(C(C)C)cc(C(C)C)cc1C(C)C.CN1CCCN2CCCN=C12.COC(=O)c1cc(-c2ccco2)on1. No catalyst specified. The product is CCc1ccc(Nc2ccc(C)cc2)cc1. The yield is 0.395. (4) The reactants are Clc1cccnc1.Cc1ccc(N)cc1.O=S(=O)(O[Pd]1c2ccccc2-c2ccccc2N~1)C(F)(F)F.CC(C)c1cc(C(C)C)c(-c2ccccc2P(C(C)(C)C)C(C)(C)C)c(C(C)C)c1.CN1CCCN2CCCN=C12.Cc1cc(-c2ccccc2)on1. No catalyst specified. The product is Cc1ccc(Nc2cccnc2)cc1. The yield is 0.336. (5) The reactants are Clc1ccccn1.Cc1ccc(N)cc1.O=S(=O)(O[Pd]1c2ccccc2-c2ccccc2N~1)C(F)(F)F.CC(C)c1cc(C(C)C)c(-c2ccccc2P(C2CCCCC2)C2CCCCC2)c(C(C)C)c1.CN(C)C(=NC(C)(C)C)N(C)C.COC(=O)c1cc(-c2cccs2)on1. No catalyst specified. The product is Cc1ccc(Nc2ccccn2)cc1. The yield is 0.227. (6) The reactants are FC(F)(F)c1ccc(Br)cc1.Cc1ccc(N)cc1.O=S(=O)(O[Pd]1c2ccccc2-c2ccccc2N~1)C(F)(F)F.CC(C)c1cc(C(C)C)c(-c2ccccc2P(C2CCCCC2)C2CCCCC2)c(C(C)C)c1.CN1CCCN2CCCN=C12.c1ccc(-c2ccno2)cc1. No catalyst specified. The product is Cc1ccc(Nc2ccc(C(F)(F)F)cc2)cc1. The yield is 0.303. (7) The reactants are CCc1ccc(I)cc1.Cc1ccc(N)cc1.O=S(=O)(O[Pd]1c2ccccc2-c2ccccc2N~1)C(F)(F)F.CC(C)c1cc(C(C)C)c(-c2ccccc2P(C(C)(C)C)C(C)(C)C)c(C(C)C)c1.CCN=P(N=P(N(C)C)(N(C)C)N(C)C)(N(C)C)N(C)C.Cc1ccon1. No catalyst specified. The product is CCc1ccc(Nc2ccc(C)cc2)cc1. The yield is 0.672. (8) The reactants are COc1ccc(Cl)cc1.Cc1ccc(N)cc1.O=S(=O)(O[Pd]1c2ccccc2-c2ccccc2N~1)C(F)(F)F.COc1ccc(OC)c(P(C(C)(C)C)C(C)(C)C)c1-c1c(C(C)C)cc(C(C)C)cc1C(C)C.CN1CCCN2CCCN=C12.c1ccc(-c2ccon2)cc1. No catalyst specified. The product is COc1ccc(Nc2ccc(C)cc2)cc1. The yield is 0.00812. (9) The reactants are CCc1ccc(Cl)cc1.Cc1ccc(N)cc1.O=S(=O)(O[Pd]1c2ccccc2-c2ccccc2N~1)C(F)(F)F.COc1ccc(OC)c(P([C@]23C[C@H]4C[C@H](C[C@H](C4)C2)C3)[C@]23C[C@H]4C[C@H](C[C@H](C4)C2)C3)c1-c1c(C(C)C)cc(C(C)C)cc1C(C)C.CN1CCCN2CCCN=C12.c1ccc(CN(Cc2ccccc2)c2ccno2)cc1. No catalyst specified. The product is CCc1ccc(Nc2ccc(C)cc2)cc1. The yield is 0.0101. (10) The reactants are CCc1ccc(Cl)cc1.Cc1ccc(N)cc1.O=S(=O)(O[Pd]1c2ccccc2-c2ccccc2N~1)C(F)(F)F.CC(C)c1cc(C(C)C)c(-c2ccccc2P(C(C)(C)C)C(C)(C)C)c(C(C)C)c1.CCN=P(N=P(N(C)C)(N(C)C)N(C)C)(N(C)C)N(C)C.c1ccc(-c2ccno2)cc1. No catalyst specified. The product is CCc1ccc(Nc2ccc(C)cc2)cc1. The yield is 0.0764.